From a dataset of Full USPTO retrosynthesis dataset with 1.9M reactions from patents (1976-2016). Predict the reactants needed to synthesize the given product. (1) Given the product [OH:3][N:2]=[CH:4][C@@H:5]([N:8]([CH2:14][C:15]1[CH:16]=[CH:17][C:18]([C:21]2[CH:26]=[CH:25][CH:24]=[CH:23][C:22]=2[C:27]2[N:31]([C:32]([C:33]3[CH:38]=[CH:37][CH:36]=[CH:35][CH:34]=3)([C:45]3[CH:46]=[CH:47][CH:48]=[CH:49][CH:50]=3)[C:39]3[CH:40]=[CH:41][CH:42]=[CH:43][CH:44]=3)[N:30]=[N:29][N:28]=2)=[CH:19][CH:20]=1)[C:9](=[O:13])[CH2:10][CH2:11][CH3:12])[CH3:6], predict the reactants needed to synthesize it. The reactants are: Cl.[NH2:2][OH:3].[CH3:4][C@H:5]([N:8]([CH2:14][C:15]1[CH:20]=[CH:19][C:18]([C:21]2[CH:26]=[CH:25][CH:24]=[CH:23][C:22]=2[C:27]2[N:31]([C:32]([C:45]3[CH:50]=[CH:49][CH:48]=[CH:47][CH:46]=3)([C:39]3[CH:44]=[CH:43][CH:42]=[CH:41][CH:40]=3)[C:33]3[CH:38]=[CH:37][CH:36]=[CH:35][CH:34]=3)[N:30]=[N:29][N:28]=2)=[CH:17][CH:16]=1)[C:9](=[O:13])[CH2:10][CH2:11][CH3:12])[CH:6]=O.N1C=CC=CC=1. (2) Given the product [NH:18]1[CH:19]=[N:20][C:16]([C:12]2[CH:11]=[C:10]3[C:15](=[CH:14][CH:13]=2)[NH:7][N:8]=[C:9]3/[CH:40]=[CH:41]/[C:42]2[CH:55]=[C:54]([O:53][CH3:52])[CH:45]=[CH:44][CH:43]=2)=[N:17]1, predict the reactants needed to synthesize it. The reactants are: O1CCCCC1[N:7]1[C:15]2[C:10](=[CH:11][C:12]([C:16]3[N:20]=[CH:19][N:18](C(C4C=CC=CC=4)(C4C=CC=CC=4)C4C=CC=CC=4)[N:17]=3)=[CH:13][CH:14]=2)[C:9](/[CH:40]=[CH:41]/[C:42]2C=C[C:45](OC)=[CH:44][CH:43]=2)=[N:8]1.O1[CH2:55][CH2:54][O:53][CH2:52]C1. (3) The reactants are: [C:1]([C:4]1[CH:12]=[CH:11][C:7]([C:8]([OH:10])=O)=[CH:6][CH:5]=1)(=[O:3])[CH3:2].CCN(CC)CC.CN([P+](ON1N=NC2C=CC=CC1=2)(N(C)C)N(C)C)C.F[P-](F)(F)(F)(F)F.[NH2:47][C:48]1[CH:53]=[CH:52][CH:51]=[CH:50][C:49]=1[NH:54][C:55](=[O:61])[O:56][C:57]([CH3:60])([CH3:59])[CH3:58].[NH4+].[Cl-]. Given the product [C:1]([C:4]1[CH:5]=[CH:6][C:7]([C:8]([NH:47][C:48]2[CH:53]=[CH:52][CH:51]=[CH:50][C:49]=2[NH:54][C:55](=[O:61])[O:56][C:57]([CH3:59])([CH3:58])[CH3:60])=[O:10])=[CH:11][CH:12]=1)(=[O:3])[CH3:2], predict the reactants needed to synthesize it.